Predict the reactants needed to synthesize the given product. From a dataset of Full USPTO retrosynthesis dataset with 1.9M reactions from patents (1976-2016). (1) The reactants are: [C:1]([N:8]1[CH2:13][CH2:12][CH2:11][CH:10]([CH2:14][NH:15][C:16]2[CH:21]=[CH:20][CH:19]=[CH:18][CH:17]=2)[CH2:9]1)([O:3][C:4]([CH3:7])([CH3:6])[CH3:5])=[O:2].[CH3:22][O:23][CH2:24][C:25](Cl)=[O:26]. Given the product [C:1]([N:8]1[CH2:13][CH2:12][CH2:11][CH:10]([CH2:14][N:15]([C:16]2[CH:21]=[CH:20][CH:19]=[CH:18][CH:17]=2)[C:25](=[O:26])[CH2:24][O:23][CH3:22])[CH2:9]1)([O:3][C:4]([CH3:6])([CH3:7])[CH3:5])=[O:2], predict the reactants needed to synthesize it. (2) Given the product [C:11]1([C:17]2[C:25]3[C:20](=[CH:21][CH:22]=[CH:23][CH:24]=3)[N:19]([S:26]([C:29]3[CH:30]=[CH:31][C:32]([CH3:35])=[CH:33][CH:34]=3)(=[O:27])=[O:28])[C:18]=2[CH:36]=[O:37])[CH:12]=[CH:13][CH:14]=[CH:15][CH:16]=1, predict the reactants needed to synthesize it. The reactants are: C(Cl)(=O)C(Cl)=O.CS(C)=O.[C:11]1([C:17]2[C:25]3[C:20](=[CH:21][CH:22]=[CH:23][CH:24]=3)[N:19]([S:26]([C:29]3[CH:34]=[CH:33][C:32]([CH3:35])=[CH:31][CH:30]=3)(=[O:28])=[O:27])[C:18]=2[CH2:36][OH:37])[CH:16]=[CH:15][CH:14]=[CH:13][CH:12]=1.Cl. (3) Given the product [CH2:19]([C@:26]12[CH2:39][CH2:38][C@:37]([CH2:15][CH3:16])([OH:40])[CH2:36][C@H:35]1[CH2:34][CH2:33][CH2:32][C:31]1[C:27]2=[N:28][N:29]([CH3:41])[CH:30]=1)[C:20]1[CH:21]=[CH:22][CH:23]=[CH:24][CH:25]=1.[CH2:42]([C@@:49]12[CH2:62][CH2:61][C@@:60]([CH2:3][CH3:14])([OH:63])[CH2:59][C@@H:58]1[CH2:57][CH2:56][CH2:55][C:54]1[C:50]2=[N:51][N:52]([CH3:64])[CH:53]=1)[C:43]1[CH:44]=[CH:45][CH:46]=[CH:47][CH:48]=1, predict the reactants needed to synthesize it. The reactants are: CO[C:3]1C=CC2CC(=O)CCCC=2[CH:14]=1.[CH2:15]([Mg]Br)[CH3:16].[CH2:19]([C@:26]12[CH2:39][CH2:38][C:37](=[O:40])[CH2:36][C@H:35]1[CH2:34][CH2:33][CH2:32][C:31]1[C:27]2=[N:28][N:29]([CH3:41])[CH:30]=1)[C:20]1[CH:25]=[CH:24][CH:23]=[CH:22][CH:21]=1.[CH2:42]([C@@:49]12[CH2:62][CH2:61][C:60](=[O:63])[CH2:59][C@@H:58]1[CH2:57][CH2:56][CH2:55][C:54]1[C:50]2=[N:51][N:52]([CH3:64])[CH:53]=1)[C:43]1[CH:48]=[CH:47][CH:46]=[CH:45][CH:44]=1.C(O)(=O)C. (4) Given the product [CH3:19][O:20][C:21]1[CH:26]=[CH:25][N:24]2[N:31]=[C:32]([C:45]3[CH:50]=[CH:49][CH:48]=[CH:47][CH:46]=3)[C:33]([CH2:34][C:35]3[N:40]=[C:39]([C:41]([O:43][CH3:44])=[O:42])[CH:38]=[CH:37][CH:36]=3)=[C:23]2[CH:22]=1, predict the reactants needed to synthesize it. The reactants are: [F-].C([N+](CCCC)(CCCC)CCCC)CCC.[CH3:19][O:20][C:21]1[CH:26]=[C:25]([Si](C)(C)C)[N:24]2[N:31]=[C:32]([C:45]3[CH:50]=[CH:49][CH:48]=[CH:47][CH:46]=3)[C:33]([CH2:34][C:35]3[N:40]=[C:39]([C:41]([O:43][CH3:44])=[O:42])[CH:38]=[CH:37][CH:36]=3)=[C:23]2[CH:22]=1.[Cl-].[NH4+]. (5) Given the product [Cl:5][CH2:6][C:7]([C:21]1[C:11]([F:10])=[CH:12][C:13]2[O:18][CH2:17][C:16](=[O:19])[NH:15][C:14]=2[CH:20]=1)=[O:8], predict the reactants needed to synthesize it. The reactants are: [Cl-].[Al+3].[Cl-].[Cl-].[Cl:5][CH2:6][C:7](Cl)=[O:8].[F:10][C:11]1[CH:21]=[CH:20][C:14]2[NH:15][C:16](=[O:19])[CH2:17][O:18][C:13]=2[CH:12]=1.[Cl-].[NH4+]. (6) Given the product [Cl:12][C:4]1[N:3]=[C:2]([NH:18][CH2:17][C:16]2[CH:19]=[CH:20][C:21]([O:23][CH3:24])=[CH:22][C:15]=2[O:14][CH3:13])[C:7]2[N:8]=[CH:9][N:10]([CH3:11])[C:6]=2[CH:5]=1, predict the reactants needed to synthesize it. The reactants are: Cl[C:2]1[C:7]2[N:8]=[CH:9][N:10]([CH3:11])[C:6]=2[CH:5]=[C:4]([Cl:12])[N:3]=1.[CH3:13][O:14][C:15]1[CH:22]=[C:21]([O:23][CH3:24])[CH:20]=[CH:19][C:16]=1[CH2:17][NH2:18]. (7) Given the product [CH:10]1[C:23]2[CH2:22][CH2:21][C:20]3[C:15](=[CH:16][CH:17]=[C:18]([C:28](=[O:25])[CH2:27][Cl:26])[CH:19]=3)[C:14]=2[CH:13]=[CH:12][C:11]=1[C:3](=[O:4])[CH2:2][Cl:1], predict the reactants needed to synthesize it. The reactants are: [Cl:1][CH2:2][C:3](Cl)=[O:4].[Cl-].[Cl-].[Cl-].[Al+3].[CH:10]1[C:23]2[CH2:22][CH2:21][C:20]3[C:15](=[CH:16][CH:17]=[CH:18][CH:19]=3)[C:14]=2[CH:13]=[CH:12][CH:11]=1.C[OH:25].[Cl:26][CH2:27][CH2:28]Cl.